From a dataset of Forward reaction prediction with 1.9M reactions from USPTO patents (1976-2016). Predict the product of the given reaction. Given the reactants C(OC([N:8]1[CH2:13][CH2:12][CH2:11][CH:10]([NH:14][C:15]2[CH:16]=[C:17]3[C:22](=[CH:23][CH:24]=2)[C:21]([NH2:25])=[N:20][CH:19]=[CH:18]3)[CH2:9]1)=O)(C)(C)C, predict the reaction product. The product is: [NH:8]1[CH2:13][CH2:12][CH2:11][CH:10]([NH:14][C:15]2[CH:16]=[C:17]3[C:22](=[CH:23][CH:24]=2)[C:21]([NH2:25])=[N:20][CH:19]=[CH:18]3)[CH2:9]1.